This data is from Peptide-MHC class I binding affinity with 185,985 pairs from IEDB/IMGT. The task is: Regression. Given a peptide amino acid sequence and an MHC pseudo amino acid sequence, predict their binding affinity value. This is MHC class I binding data. The peptide sequence is KLFMALVAF. The MHC is HLA-A23:01 with pseudo-sequence HLA-A23:01. The binding affinity (normalized) is 0.218.